Dataset: Experimentally validated miRNA-target interactions with 360,000+ pairs, plus equal number of negative samples. Task: Binary Classification. Given a miRNA mature sequence and a target amino acid sequence, predict their likelihood of interaction. (1) The miRNA is hsa-miR-527 with sequence CUGCAAAGGGAAGCCCUUUC. The protein sequence of the target gene is MELEELGIREECGVFGCIASGEWPTQLDVPHVITLGLVGLQHRGQESAGIVTSDGSSVPTFKSHKGMGLVNHVFTEDNLKKLYVSNLGIGHTRYATTGKCELENCQPFVVETLHGKIAVAHNGELVNAARLRKKLLRHGIGLSTSSDSEMITQLLAYTPPQEQDDTPDWVARIKNLMKEAPTAYSLLIMHRDVIYAVRDPYGNRPLCIGRLIPVSDINDKEKKTSETEGWVVSSESCSFLSIGARYYREVLPGEIVEISRHNVQTLDIISRSEGNPVAFCIFEYVYFARPDSMFEDQMVY.... Result: 0 (no interaction). (2) The miRNA is mmu-miR-224-5p with sequence UAAGUCACUAGUGGUUCCGUU. The protein sequence of the target gene is MEAQAHSSTATERKKAENSIGKCPTRTDVSEKAVASSTTSNEDESPGQIYHRERRNAITMQPQSVQGLNKISEEPSTSSDERASLIKKEIHGSLPHLAEPSLPYRGTVFAMDPRNGYMEPHYHPPHLFPAFHPPVPIDARHHEGRYHYDPSPIPPLHVPSALSSSPTYPDLPFIRISPHRNPTAASESPFSPPHPYINPYMDYIRSLHSSPSLSMISAARGLSPTDAPHAGVSPAEYYHQMALLTGQRSPYADILPSAATAGAGAIHMEYLHAMDSTRFPSPRLSARPSRKRTLSISPLS.... Result: 0 (no interaction). (3) The miRNA is hsa-miR-4444 with sequence CUCGAGUUGGAAGAGGCG. The protein sequence of the target gene is MFSRAQVRRALQRVPGKQRFGIYRFLPFFFVLGGAMEWIMIKVRVGQETFYDVYRRKASERQYQRRLEDTSETNLHKLIK. Result: 0 (no interaction).